From a dataset of Catalyst prediction with 721,799 reactions and 888 catalyst types from USPTO. Predict which catalyst facilitates the given reaction. Reactant: [CH3:1][C:2]([O:4][C:5]1[CH:6]=[CH:7][CH:8]=[CH:9][C:10]=1[C:11]([OH:13])=[O:12])=[O:3].C(Cl)(=O)C(Cl)=O.CN(C=O)C.[C:25]1([CH2:33]O)[CH:30]=[CH:29][CH:28]=[C:27]([CH2:31][OH:32])[CH:26]=1.C(N(CC)CC)C. Product: [C:2]([O:4][C:5]1[CH:6]=[CH:7][CH:8]=[CH:9][C:10]=1[C:11]([O:13][CH2:33][C:25]1[CH:30]=[CH:29][CH:28]=[C:27]([CH2:31][OH:32])[CH:26]=1)=[O:12])(=[O:3])[CH3:1]. The catalyst class is: 4.